From a dataset of Reaction yield outcomes from USPTO patents with 853,638 reactions. Predict the reaction yield, written as a fraction of the theoretical maximum amount of product (1.0 means a 100% yield; for example, 0.34 means a 34% yield). The reactants are [Cl:1][C:2]1[CH:7]=[C:6]([O:8][CH3:9])[CH:5]=[CH:4][C:3]=1[C:10]1[CH:15]=[CH:14][N:13]=[C:12](OS(C(F)(F)F)(=O)=O)[C:11]=1[N+:24]([O-:26])=[O:25].Cl.[CH3:28][O:29][CH2:30][CH:31]([NH2:34])[CH2:32][CH3:33]. No catalyst specified. The product is [Cl:1][C:2]1[CH:7]=[C:6]([O:8][CH3:9])[CH:5]=[CH:4][C:3]=1[C:10]1[CH:15]=[CH:14][N:13]=[C:12]([NH:34][CH:31]([CH2:30][O:29][CH3:28])[CH2:32][CH3:33])[C:11]=1[N+:24]([O-:26])=[O:25]. The yield is 0.280.